Dataset: Full USPTO retrosynthesis dataset with 1.9M reactions from patents (1976-2016). Task: Predict the reactants needed to synthesize the given product. (1) Given the product [NH:25]1[CH:2]=[C:1]([C:3]2[CH:24]=[CH:23][C:6]3[C:7]([NH:16][CH:17]([CH3:22])[C:18]([CH3:20])([CH3:19])[CH3:21])=[N:8][C:9]4[CH:10]=[CH:11][NH:12][C:13](=[O:15])[C:14]=4[C:5]=3[CH:4]=2)[N:27]=[N:26]1, predict the reactants needed to synthesize it. The reactants are: [C:1]([C:3]1[CH:24]=[CH:23][C:6]2[C:7]([NH:16][CH:17]([CH3:22])[C:18]([CH3:21])([CH3:20])[CH3:19])=[N:8][C:9]3[CH:10]=[CH:11][NH:12][C:13](=[O:15])[C:14]=3[C:5]=2[CH:4]=1)#[CH:2].[N:25]([Si](C)(C)C)=[N+:26]=[N-:27]. (2) Given the product [CH3:8][O:9][C:10]1[CH:17]=[C:16]([O:18][CH3:19])[CH:15]=[CH:14][C:11]=1[CH2:12][NH:13][C:2]1[N:7]=[CH:6][CH:5]=[CH:4][N:3]=1, predict the reactants needed to synthesize it. The reactants are: Cl[C:2]1[N:7]=[CH:6][CH:5]=[CH:4][N:3]=1.[CH3:8][O:9][C:10]1[CH:17]=[C:16]([O:18][CH3:19])[CH:15]=[CH:14][C:11]=1[CH2:12][NH2:13].C(N(CC)CC)C. (3) The reactants are: [O:1]1[CH:5]=[CH:4][CH:3]=[C:2]1[C:6](Cl)=[O:7].[C:9]1([S:15]([N:18]2[C:26]3[CH:25]=[C:24]([Sn:27]([CH3:30])([CH3:29])[CH3:28])[CH:23]=[C:22]([NH2:31])[C:21]=3[CH:20]=[N:19]2)(=[O:17])=[O:16])[CH:14]=[CH:13][CH:12]=[CH:11][CH:10]=1.Cl. Given the product [C:9]1([S:15]([N:18]2[C:26]3[C:21](=[C:22]([NH:31][C:6]([C:2]4[O:1][CH:5]=[CH:4][CH:3]=4)=[O:7])[CH:23]=[C:24]([Sn:27]([CH3:29])([CH3:28])[CH3:30])[CH:25]=3)[CH:20]=[N:19]2)(=[O:17])=[O:16])[CH:10]=[CH:11][CH:12]=[CH:13][CH:14]=1, predict the reactants needed to synthesize it. (4) Given the product [Cl:16][C:17]1[CH:18]=[CH:19][C:20]([CH2:23][OH:24])=[N:21][CH:22]=1, predict the reactants needed to synthesize it. The reactants are: C1(C)C=CC=CC=1.[H-].C([Al+]C(C)C)(C)C.[Cl:16][C:17]1[CH:18]=[CH:19][C:20]([C:23](OCC)=[O:24])=[N:21][CH:22]=1.[BH4-].[Na+]. (5) Given the product [CH3:33][O:32][C:31]1[C:26]([O:14][CH2:13][CH2:12][CH2:11][C:10]2[C:6]([CH:2]([CH3:1])[CH2:3][CH2:4][CH3:5])=[N:7][N:8]([C:15]3[CH:20]=[CH:19][C:18]([C:21]([F:24])([F:23])[F:22])=[CH:17][N:16]=3)[CH:9]=2)=[C:27]([CH2:34][C:35]([OH:37])=[O:36])[CH:28]=[CH:29][CH:30]=1, predict the reactants needed to synthesize it. The reactants are: [CH3:1][CH:2]([C:6]1[C:10]([CH2:11][CH2:12][CH2:13][OH:14])=[CH:9][N:8]([C:15]2[CH:20]=[CH:19][C:18]([C:21]([F:24])([F:23])[F:22])=[CH:17][N:16]=2)[N:7]=1)[CH2:3][CH2:4][CH3:5].O[C:26]1[C:31]([O:32][CH3:33])=[CH:30][CH:29]=[CH:28][C:27]=1[CH2:34][C:35]([O:37]C)=[O:36].C(P(CCCC)CCCC)CCC.N(C(N1CCCCC1)=O)=NC(N1CCCCC1)=O. (6) Given the product [CH3:16][O:12][C:8]1[CH:7]=[CH:6][CH:5]=[C:4]2[C:9]=1[CH:10]=[CH:11][C:2]([NH2:1])=[CH:3]2, predict the reactants needed to synthesize it. The reactants are: [NH2:1][C:2]1[CH:3]=[C:4]2[C:9](=[CH:10][CH:11]=1)[C:8]([OH:12])=[CH:7][CH:6]=[CH:5]2.[H-].[Na+].I[CH3:16]. (7) The reactants are: N#N.[C:3]1(C)[CH:8]=CC=C[CH:4]=1.[C:10]([O:14][CH2:15][CH3:16])(=[O:13])[CH:11]=[O:12].C(Br)C#C. Given the product [CH2:15]([O:14][C:10](=[O:13])[CH:11]([OH:12])[CH2:8][C:3]#[CH:4])[CH3:16], predict the reactants needed to synthesize it.